From a dataset of TCR-epitope binding with 47,182 pairs between 192 epitopes and 23,139 TCRs. Binary Classification. Given a T-cell receptor sequence (or CDR3 region) and an epitope sequence, predict whether binding occurs between them. The epitope is GLCTLVAML. The TCR CDR3 sequence is CSVEDQRKTKNIQYF. Result: 1 (the TCR binds to the epitope).